Dataset: NCI-60 drug combinations with 297,098 pairs across 59 cell lines. Task: Regression. Given two drug SMILES strings and cell line genomic features, predict the synergy score measuring deviation from expected non-interaction effect. (1) Cell line: HCT116. Synergy scores: CSS=55.9, Synergy_ZIP=0.617, Synergy_Bliss=0.484, Synergy_Loewe=2.19, Synergy_HSA=5.34. Drug 2: CC1=C(C(=O)C2=C(C1=O)N3CC4C(C3(C2COC(=O)N)OC)N4)N. Drug 1: CC1C(C(CC(O1)OC2CC(CC3=C2C(=C4C(=C3O)C(=O)C5=C(C4=O)C(=CC=C5)OC)O)(C(=O)C)O)N)O.Cl. (2) Drug 1: CC12CCC3C(C1CCC2O)C(CC4=C3C=CC(=C4)O)CCCCCCCCCS(=O)CCCC(C(F)(F)F)(F)F. Drug 2: B(C(CC(C)C)NC(=O)C(CC1=CC=CC=C1)NC(=O)C2=NC=CN=C2)(O)O. Cell line: HCT116. Synergy scores: CSS=61.8, Synergy_ZIP=5.71, Synergy_Bliss=5.65, Synergy_Loewe=-37.9, Synergy_HSA=8.35. (3) Drug 1: CCC1=CC2CC(C3=C(CN(C2)C1)C4=CC=CC=C4N3)(C5=C(C=C6C(=C5)C78CCN9C7C(C=CC9)(C(C(C8N6C)(C(=O)OC)O)OC(=O)C)CC)OC)C(=O)OC.C(C(C(=O)O)O)(C(=O)O)O. Drug 2: CCC1=C2CN3C(=CC4=C(C3=O)COC(=O)C4(CC)O)C2=NC5=C1C=C(C=C5)O. Cell line: BT-549. Synergy scores: CSS=54.6, Synergy_ZIP=-8.50, Synergy_Bliss=-4.93, Synergy_Loewe=-5.43, Synergy_HSA=-1.83. (4) Drug 1: CN1C2=C(C=C(C=C2)N(CCCl)CCCl)N=C1CCCC(=O)O.Cl. Drug 2: C1C(C(OC1N2C=NC3=C2NC=NCC3O)CO)O. Cell line: SF-295. Synergy scores: CSS=5.68, Synergy_ZIP=5.31, Synergy_Bliss=-0.197, Synergy_Loewe=4.13, Synergy_HSA=0.470. (5) Drug 1: C(=O)(N)NO. Drug 2: C1CNP(=O)(OC1)N(CCCl)CCCl. Cell line: LOX IMVI. Synergy scores: CSS=-0.999, Synergy_ZIP=2.27, Synergy_Bliss=-6.28, Synergy_Loewe=-9.88, Synergy_HSA=-6.17. (6) Drug 1: CC12CCC(CC1=CCC3C2CCC4(C3CC=C4C5=CN=CC=C5)C)O. Drug 2: C1CCC(C(C1)N)N.C(=O)(C(=O)[O-])[O-].[Pt+4]. Cell line: NCI-H322M. Synergy scores: CSS=1.96, Synergy_ZIP=-2.27, Synergy_Bliss=-5.21, Synergy_Loewe=-5.85, Synergy_HSA=-5.85. (7) Drug 1: CC1=C2C(C(=O)C3(C(CC4C(C3C(C(C2(C)C)(CC1OC(=O)C(C(C5=CC=CC=C5)NC(=O)OC(C)(C)C)O)O)OC(=O)C6=CC=CC=C6)(CO4)OC(=O)C)OC)C)OC. Drug 2: CS(=O)(=O)C1=CC(=C(C=C1)C(=O)NC2=CC(=C(C=C2)Cl)C3=CC=CC=N3)Cl. Cell line: SN12C. Synergy scores: CSS=48.7, Synergy_ZIP=3.26, Synergy_Bliss=2.27, Synergy_Loewe=-13.6, Synergy_HSA=2.39.